Dataset: Retrosynthesis with 50K atom-mapped reactions and 10 reaction types from USPTO. Task: Predict the reactants needed to synthesize the given product. The reactants are: NC(=O)c1cc([N+](=O)[O-])c(N)c(F)c1F. Given the product N#Cc1cc([N+](=O)[O-])c(N)c(F)c1F, predict the reactants needed to synthesize it.